From a dataset of Experimentally validated miRNA-target interactions with 360,000+ pairs, plus equal number of negative samples. Binary Classification. Given a miRNA mature sequence and a target amino acid sequence, predict their likelihood of interaction. (1) The protein sequence of the target gene is MAATKRKRRGGLEVQAKKPKRSSKDAGQPAKQADVAKEAEEENRDRIPGPVCKGKWKNKERILIFSSRGINFRTRHLMQDLRMLMPHSKADTKMDRKDKLFVINEVCEMKNCNKCIYFEAKKKQDLYMWLSNSPHGPSAKFLVQNIHTLAELKMTGNCLKGSRPLLSFDPAFDDLPHYALLKEFLIQIFSTPRYHPKSQPFVDHVFTFTILDNRIWFRNFQIIEEDAALVEIGPRFVLNLIKIFQGSFGGPTLYENPHYQSPNMHRRVIRSITAAKYRERQQVKDVQKLRKKEPKTILPH.... Result: 0 (no interaction). The miRNA is rno-miR-31a-5p with sequence AGGCAAGAUGCUGGCAUAGCUG. (2) The miRNA is hsa-miR-4632-5p with sequence GAGGGCAGCGUGGGUGUGGCGGA. The protein sequence of the target gene is MQRLMMLLATSGACLGLLAVAAVAAAGANPAQRDTHSLLPTHRRQKRDWIWNQMHIDEEKNTSLPHHVGKIKSSVSRKNAKYLLKGEYVGKVFRVDAETGDVFAIERLDRENISEYHLTAVIVDKDTGENLETPSSFTIKVHDVNDNWPVFTHRLFNASVPESSAVGTSVISVTAVDADDPTVGDHASVMYQILKGKEYFAIDNSGRIITITKSLDREKQARYEIVVEARDAQGLRGDSGTATVLVTLQDINDNFPFFTQTKYTFVVPEDTRVGTSVGSLFVEDPDEPQNRMTKYSILRG.... Result: 1 (interaction). (3) The miRNA is cel-miR-73-3p with sequence UGGCAAGAUGUAGGCAGUUCAGU. The protein sequence of the target gene is MAESSESLSASSPARQRRRISDPLTSSPGRSSRRADALTSSPGRDLPPFEDESEGLLGTEGPMEEEEDGEELIGDGMERDYRPIPELDVYEAEGLALDDEDVEELTASQREAAERTMRQRDREAGRGLGRMRRGLLYDSSEEDEERPARKRRHVERATEDGEEDEEMIESIENLEDLKGHSVREWVSMAGPRLEIHHRFKNFLRTHVDSHGHNVFKERISDMCKENRESLVVNYEDLAAREHVLAYFLPEAPAELLQIFDEAALEVVLAMYPKYDRITNHIHVRISHLPLVEELRSLRQL.... Result: 0 (no interaction). (4) The miRNA is hsa-miR-4442 with sequence GCCGGACAAGAGGGAGG. The protein sequence of the target gene is MLRRKPSNASEKEPTQKKKLSLQRSSSFKDFAKSKPSSPVVSEKEFNLDDNIPEDDSGVPTPEDAGKSGKKLGKKWRAVISRTMNRKMGKMMVKALSEEMADTLEEGSASPTSPDYSLDSPGPEKMALAFSEQEEHELPVLSRQASTGSELCSPSPGSGSFGEEPPAPQYTGPFCGRARVHTDFTPSPYDHDSLKLQKGDVIQIIEKPPVGTWLGLLNGKVGSFKFIYVDVLPEEAVGHARPSRRQSKGKRPKPKTLHELLERIGLEEHTSTLLLNGYQTLEDFKELRETHLNELNIMDP.... Result: 0 (no interaction). (5) The miRNA is hsa-miR-4713-5p with sequence UUCUCCCACUACCAGGCUCCCA. The protein sequence of the target gene is MVNEYKKILLLKGFELMDDYHFTSIKSLLAYDLGLTTKMQEEYNRIKITDLMEKKFQGVACLDKLIELAKDMPSLKNLVNNLRKEKSKVAKKIKTQEKAPVKKINQEEVGLAAPAPTARNKLTSEARGRIPVAQKRKTPNKEKTEAKRNKVSQEQSKPPGPSGASTSAAVDHPPLPQTSSSTPSNTSFTPNQETQAQRQVDARRNVPQNDPVTVVVLKATAPFKYESPENGKSTMFHATVASKTQYFHVKVFDINLKEKFVRKKVITISDYSECKGVMEIKEASSVSDFNQNFEVPNRII.... Result: 0 (no interaction).